From a dataset of Experimentally validated miRNA-target interactions with 360,000+ pairs, plus equal number of negative samples. Binary Classification. Given a miRNA mature sequence and a target amino acid sequence, predict their likelihood of interaction. (1) The protein sequence of the target gene is MAVESRVTQEEIKKEPEKPIDREKTCPLLLRVFTTNNGRHHRMDEFSRGNVPSSELQIYTWMDATLKELTSLVKEVYPEARKKGTHFNFAIVFMDLKRPGYRVKEIGSTMSGRKGTDDSMTLQSQKFQIGDYLDIAITPPNRAPPSSGRMRPY. Result: 0 (no interaction). The miRNA is hsa-miR-3165 with sequence AGGUGGAUGCAAUGUGACCUCA. (2) The miRNA is mmu-miR-190a-5p with sequence UGAUAUGUUUGAUAUAUUAGGU. The protein sequence of the target gene is MNREGAPGKSPEEMYIQQKVRVLLMLRKMGSNLTASEEEFLRTYAGVVSSQLSQLPQHSIDQGAEDVVMAFSRSETEDRRQ. Result: 0 (no interaction). (3) The miRNA is mmu-miR-381-3p with sequence UAUACAAGGGCAAGCUCUCUGU. The protein sequence of the target gene is MKSPPLLSPCLSWKRMAGIFFLPFISSGFAPRFKQEENFMLGRAHPSQPRFNWSHLTPLELKNRSVGLGTESTGRGKPHFTLEGHKFLIFGGSIHYFRVPREYWRDRLLKLKACGFNTVTTYVPWNLHEPERGKFDFSGNLDLEAFVLMAAEIGLWVILRPGRYICSEMDLGGLPSWLLQDPRLLLRTTNKSFIEAVEKYFDHLIPRVIPLQYRQAGPVIAVQVENEYGSFNKDKTYMPYLHKALLRRGIVELLLTSDGEKHVLSGHTKGVLAAINLQKLHQDTFNQLHKVQRDKPLLIM.... Result: 0 (no interaction). (4) The miRNA is hsa-miR-4524a-3p with sequence UGAGACAGGCUUAUGCUGCUAU. The protein sequence of the target gene is MSTAMNFGTKSFQPRPPDKGSFPLDHLGECKSFKEKFMKCLHNNNFENALCRKESKEYLECRMERKLMLQEPLEKLGFGDLTSGKSEAKK. Result: 1 (interaction). (5) The protein sequence of the target gene is MQRGKPCRALPTLKCQTFCQRHGLMFEVVDLRWGIRNIEATDHLTTELCLEEVDRCWKTSIGPAFVALIGDQYGPCLIPSRIDEKEWEVLRDHLTARPSDLELVARYFQRDENAFPPTYVLQAPGTGEACEPEEATLTSVLRSGAQEARRLGLITQEQWQHYHRSVIEWEIERSLLSSEDREQGATVFLREIQDLHKHILEDCALRMVDRLADGCLDADAQNLLSSLKSHITDMHPGVLKTHRLPWSRDLVNPKNKTHACYLKELGEQFVVRANHQVLTRLRELDTAGQELAWLYQEIRH.... Result: 1 (interaction). The miRNA is hsa-miR-6890-3p with sequence CCACUGCCUAUGCCCCACAG. (6) The miRNA is mmu-miR-3095-3p with sequence UGGACACUGGAGAGAGAGCUUUU. The protein sequence of the target gene is MESVKQRILAPGKEGIKNFAGKSLGQIYRVLEKKQDNRETIELTEDGKPLEVPEKKAPLCDCTCFGLPRRYIIAIMSGLGFCISFGIRCNLGVAIVDMVNNSTIHRGGKVIKEKAKFNWDPETVGMIHGSFFWGYIITQIPGGYIASRLAANRVFGAAILLTSTLNMLIPSAARVHYGCVIFVRILQGLVEGVTYPACHGIWSKWAPPLERSRLATTSFCGSYAGAVIAMPLAGILVQYTGWSSVFYVYGSFGMVWYMFWLLVSYESPAKHPTITDEERRYIEESIGESANLLGAMEKFK.... Result: 0 (no interaction). (7) The miRNA is mmu-miR-6902-3p with sequence CCAUGUGAUGUGUGGGUUCAG. The protein sequence of the target gene is MSPPGKVPRKENLGLQCEWGSCSFVCSAMEEFFDHVTQHLQQHMHGSKEEEEEDPLEEEFSCLWQECGFCSLDSSADLIRHVYFHCYHTKLKQWGLQALQSQADLSPCILDFQSRNVIPDTPDHFLCLWEHCESVFDNPEWFYRHVDAHSLCCEYQAVSKDNHVVQCGWKGCTCTFKDRCKLREHLRSHTQEKVVACPTCGGMFANNTKFLDHIRRQTSLDQQRFQCSHCSKRFATERLLRDHMRNHVNHYKCPLCDMTCPLPSSLRNHMRFRHSEDRPYKCDCCDYSCKNLIDLRKHLD.... Result: 0 (no interaction). (8) The miRNA is mmu-miR-3064-3p with sequence UGCCACACUGCAACACCUUACA. The protein sequence of the target gene is MEDLEETLFEEFENYSYDLDYYSLESDLEEKVQLGVVHWVSLVLYCLAFVLGIPGNAIVIWFTGFKWKKTVTTLWFLNLAIADFIFLLFLPLYISYVAMNFHWPFGIWLCKANSFTAQLNMFASVFFLTVISLDHYIHLIHPVLSHRHRTLKNSLIVIIFIWLLASLIGGPALYFRDTVEFNNHTLCYNNFQKHDPDLTLIRHHVLTWVKFIIGYLFPLLTMSICYLCLIFKVKKRSILISSRHFWTILVVVVAFVVCWTPYHLFSIWELTIHHNSYSHHVMQAGIPLSTGLAFLNSCLN.... Result: 0 (no interaction).